Dataset: Forward reaction prediction with 1.9M reactions from USPTO patents (1976-2016). Task: Predict the product of the given reaction. (1) Given the reactants COCC[NH2:5].[Br:6][CH2:7][C:8](Br)=[O:9].[C:11]([O:14][CH2:15]C)(=O)[CH3:12], predict the reaction product. The product is: [CH3:15][O:14][CH2:11][CH2:12][CH:7]([Br:6])[C:8]([NH2:5])=[O:9]. (2) The product is: [CH2:1]([O:8][C:9]1[C:10](=[O:29])[CH:11]=[C:12]([CH2:17][NH:18][S:19]([C:22]2[CH:27]=[CH:26][CH:25]=[C:24]([CH3:28])[CH:23]=2)(=[O:21])=[O:20])[O:13][C:14]=1[CH:15]=[O:16])[C:2]1[CH:3]=[CH:4][CH:5]=[CH:6][CH:7]=1. Given the reactants [CH2:1]([O:8][C:9]1[C:10](=[O:29])[CH:11]=[C:12]([CH2:17][NH:18][S:19]([C:22]2[CH:27]=[CH:26][CH:25]=[C:24]([CH3:28])[CH:23]=2)(=[O:21])=[O:20])[O:13][C:14]=1[CH2:15][OH:16])[C:2]1[CH:7]=[CH:6][CH:5]=[CH:4][CH:3]=1.C(OC1C(=O)C=C(CNS(C2C=CC=CC=2)(=O)=O)OC=1C=O)C1C=CC=CC=1, predict the reaction product. (3) Given the reactants [Br:1][C:2]1[C:10]([CH2:11][N:12]2[CH2:17][CH2:16][O:15][CH2:14][CH2:13]2)=[CH:9][C:5]([C:6]([OH:8])=O)=[C:4](O)[CH:3]=1.[C:19](=[O:22])([O-])[O-].[K+].[K+].[CH2:25](Br)[C:26]1[CH:31]=[CH:30][CH:29]=[CH:28][CH:27]=1.[OH2:33], predict the reaction product. The product is: [Br:1][C:2]1[C:10]([CH2:11][N:12]2[CH2:17][CH2:16][O:15][CH2:14][CH2:13]2)=[CH:9][C:5]([C:6]([O:8][CH2:25][C:26]2[CH:31]=[CH:30][CH:29]=[CH:28][CH:27]=2)=[O:33])=[C:4]([O:22][CH2:19][C:2]2[CH:10]=[CH:9][CH:5]=[CH:4][CH:3]=2)[CH:3]=1. (4) Given the reactants [CH2:1]([Si:5]([C:18]1([CH2:24][CH:25]([CH3:27])[CH3:26])SCCCS1)([C:12]1[CH:17]=[CH:16][CH:15]=[CH:14][CH:13]=1)[C:6]1[CH:11]=[CH:10][CH:9]=[CH:8][CH:7]=1)[CH2:2][CH:3]=[CH2:4].[OH2:28], predict the reaction product. The product is: [CH2:1]([Si:5]([C:12]1[CH:17]=[CH:16][CH:15]=[CH:14][CH:13]=1)([C:6]1[CH:11]=[CH:10][CH:9]=[CH:8][CH:7]=1)[C:18](=[O:28])[CH2:24][CH:25]([CH3:27])[CH3:26])[CH2:2][CH:3]=[CH2:4].